Predict the reactants needed to synthesize the given product. From a dataset of Full USPTO retrosynthesis dataset with 1.9M reactions from patents (1976-2016). (1) Given the product [NH:1]1[C:5]2=[N:6][CH:7]=[CH:8][CH:9]=[C:4]2[C:3]([CH:10]=[C:11]2[C:12](=[O:29])[CH:13]=[C:14]([NH:16][C:17]3[CH:22]=[CH:21][CH:20]=[C:19]([Cl:23])[CH:18]=3)[O:15]2)=[CH:2]1, predict the reactants needed to synthesize it. The reactants are: [NH:1]1[C:5]2=[N:6][CH:7]=[CH:8][CH:9]=[C:4]2[C:3]([CH:10]=[C:11]2[O:15][C:14]([NH:16][C:17]3[CH:22]=[CH:21][CH:20]=[C:19]([Cl:23])[CH:18]=3)=[C:13](C(OCC)=O)[C:12]2=[O:29])=[CH:2]1. (2) Given the product [Cl:1][C:2]1[CH:10]=[CH:9][CH:8]=[C:7]2[C:3]=1[C:4]([C:11](=[O:12])[NH:13][CH2:14][CH:15]1[CH2:20][CH2:19][C:18]([F:21])([F:22])[CH2:17][CH2:16]1)=[CH:5][N:6]2[CH2:24][CH2:25][NH:26][C:27](=[O:33])[O:28][C:29]([CH3:32])([CH3:31])[CH3:30], predict the reactants needed to synthesize it. The reactants are: [Cl:1][C:2]1[CH:10]=[CH:9][CH:8]=[C:7]2[C:3]=1[C:4]([C:11]([NH:13][CH2:14][CH:15]1[CH2:20][CH2:19][C:18]([F:22])([F:21])[CH2:17][CH2:16]1)=[O:12])=[CH:5][NH:6]2.O[CH2:24][CH2:25][NH:26][C:27](=[O:33])[O:28][C:29]([CH3:32])([CH3:31])[CH3:30].C(C=P(CCCC)(CCCC)CCCC)#N. (3) Given the product [ClH:32].[OH:3][C:4]1[CH:5]=[C:6]2[C:11](=[C:12]3[CH2:16][C:15]([CH3:18])([CH3:17])[O:14][C:13]=13)[C:10]([C:19]1[CH:20]=[C:21]([CH:27]=[CH:28][CH:29]=1)[C:22]([O:24][CH2:25][CH3:26])=[O:23])=[N:9][C:8]([CH3:30])([CH3:31])[CH2:7]2, predict the reactants needed to synthesize it. The reactants are: C([O:3][C:4]1[CH:5]=[C:6]2[C:11](=[C:12]3[CH2:16][C:15]([CH3:18])([CH3:17])[O:14][C:13]=13)[C:10]([C:19]1[CH:20]=[C:21]([CH:27]=[CH:28][CH:29]=1)[C:22]([O:24][CH2:25][CH3:26])=[O:23])=[N:9][C:8]([CH3:31])([CH3:30])[CH2:7]2)C.[Cl:32]C(Cl)(Cl)C(Cl)=O.[Cl-].[Al+3].[Cl-].[Cl-].[OH-].[Na+].